Dataset: Forward reaction prediction with 1.9M reactions from USPTO patents (1976-2016). Task: Predict the product of the given reaction. (1) Given the reactants [CH3:1][O:2][C:3]1[CH:4]=[C:5]([CH:7]=[C:8]([O:12][CH3:13])[C:9]=1[O:10][CH3:11])[NH2:6].[Na+].[N+]([C:18]1[CH:19]=C(S([O-])(=O)=O)C=[CH:22][CH:23]=1)([O-])=O.B(O)(O)O.C(=O)/C=C/C, predict the reaction product. The product is: [CH3:13][O:12][C:8]1[C:9]([O:10][CH3:11])=[C:3]([O:2][CH3:1])[CH:4]=[C:5]2[C:7]=1[CH:19]=[CH:18][C:23]([CH3:22])=[N:6]2. (2) Given the reactants [CH3:1][C:2]1[CH:3]=[C:4]([C:7]([O:9][C:10]([CH3:13])([CH3:12])[CH3:11])=[O:8])[S:5][CH:6]=1.[Br:14]N1C(=O)CCC1=O, predict the reaction product. The product is: [Br:14][CH2:1][C:2]1[CH:3]=[C:4]([C:7]([O:9][C:10]([CH3:13])([CH3:12])[CH3:11])=[O:8])[S:5][CH:6]=1. (3) Given the reactants [CH:1]([O:3][CH2:4][CH3:5])=[O:2].[Cl:6][CH2:7][C:8](OCC)=[O:9].CC(C)([O-])C.[K+], predict the reaction product. The product is: [Cl:6][CH:7]([CH:8]=[O:9])[C:1]([O:3][CH2:4][CH3:5])=[O:2]. (4) The product is: [CH2:27]([C:9]1[C:10]([C:23]([F:26])([F:25])[F:24])=[N:11][N:12]([C:13]2[CH:14]=[CH:15][C:16]([S:19]([NH2:22])(=[O:21])=[O:20])=[N:17][CH:18]=2)[C:8]=1[C:5]1[CH:6]=[CH:7][C:2]([C:35]2[S:39][CH:38]=[N:37][CH:36]=2)=[C:3]([F:29])[CH:4]=1)[CH3:28]. Given the reactants Br[C:2]1[CH:7]=[CH:6][C:5]([C:8]2[N:12]([C:13]3[CH:14]=[CH:15][C:16]([S:19]([NH2:22])(=[O:21])=[O:20])=[N:17][CH:18]=3)[N:11]=[C:10]([C:23]([F:26])([F:25])[F:24])[C:9]=2[CH2:27][CH3:28])=[CH:4][C:3]=1[F:29].C([Sn](CCCC)(CCCC)[C:35]1[S:39][CH:38]=[N:37][CH:36]=1)CCC.[Cl-].[Li+], predict the reaction product. (5) Given the reactants Cl.C(N=C=NCCCN(C)C)C.[NH2:13][C@:14]1([C:37]2[C:38]([O:43][CH2:44][CH3:45])=[N:39][CH:40]=[CH:41][CH:42]=2)[C:22]2[C:17](=[CH:18][CH:19]=[C:20]([C:23]#[N:24])[CH:21]=2)[N:16]([S:25]([C:28]2[CH:33]=[CH:32][C:31]([O:34][CH3:35])=[CH:30][CH:29]=2)(=[O:27])=[O:26])[C:15]1=[O:36].[C:46]([O:50][C:51]([N:53]1[CH2:56][C:55]2([CH2:59][CH:58]([C:60](O)=[O:61])[CH2:57]2)[CH2:54]1)=[O:52])([CH3:49])([CH3:48])[CH3:47].CO.C(Cl)Cl, predict the reaction product. The product is: [C:23]([C:20]1[CH:21]=[C:22]2[C:17](=[CH:18][CH:19]=1)[N:16]([S:25]([C:28]1[CH:29]=[CH:30][C:31]([O:34][CH3:35])=[CH:32][CH:33]=1)(=[O:27])=[O:26])[C:15](=[O:36])[C@@:14]2([NH:13][C:60]([CH:58]1[CH2:57][C:55]2([CH2:56][N:53]([C:51]([O:50][C:46]([CH3:48])([CH3:47])[CH3:49])=[O:52])[CH2:54]2)[CH2:59]1)=[O:61])[C:37]1[C:38]([O:43][CH2:44][CH3:45])=[N:39][CH:40]=[CH:41][CH:42]=1)#[N:24]. (6) Given the reactants [NH:1]1[CH:5]=[N:4][C:3]([C:6]#[N:7])=[N:2]1.C[O-].[Na+].[Cl-:11].[NH4+:12], predict the reaction product. The product is: [ClH:11].[NH:1]1[CH:5]=[N:4][C:3]([C:6](=[NH:12])[NH2:7])=[N:2]1. (7) Given the reactants [N+:1]([C:4]1[CH:5]=[C:6]([CH:19]=[CH:20][CH:21]=1)[O:7][CH2:8][CH2:9][CH2:10][NH:11]C(=O)OC(C)(C)C)([O-:3])=[O:2].[ClH:22], predict the reaction product. The product is: [ClH:22].[N+:1]([C:4]1[CH:5]=[C:6]([CH:19]=[CH:20][CH:21]=1)[O:7][CH2:8][CH2:9][CH2:10][NH2:11])([O-:3])=[O:2]. (8) Given the reactants Cl[C:2]1[C:11]2[C:6](=[CH:7][C:8]([O:12][CH3:13])=[CH:9][CH:10]=2)[N:5]=[CH:4][CH:3]=1.O1CCOCC1.Cl.[I-:21].[Na+], predict the reaction product. The product is: [I:21][C:2]1[C:11]2[C:6](=[CH:7][C:8]([O:12][CH3:13])=[CH:9][CH:10]=2)[N:5]=[CH:4][CH:3]=1. (9) Given the reactants [Si:1]([O:8][CH:9]1[CH2:14][CH2:13][CH2:12][C:11]([C:15]2[N:16]=[CH:17][C:18]([NH2:21])=[N:19][CH:20]=2)=[CH:10]1)([C:4]([CH3:7])([CH3:6])[CH3:5])([CH3:3])[CH3:2], predict the reaction product. The product is: [Si:1]([O:8][C@H:9]1[CH2:14][CH2:13][CH2:12][C@@H:11]([C:15]2[N:16]=[CH:17][C:18]([NH2:21])=[N:19][CH:20]=2)[CH2:10]1)([C:4]([CH3:7])([CH3:5])[CH3:6])([CH3:3])[CH3:2]. (10) Given the reactants [C:1]([C:5]1[S:9][C:8]([NH2:10])=[N:7][CH:6]=1)([CH3:4])([CH3:3])[CH3:2].C(N(CC)CC)C.[F:18][C:19]1[CH:27]=[CH:26][C:25]([C:28]([F:31])([F:30])[F:29])=[CH:24][C:20]=1[C:21](Cl)=[O:22], predict the reaction product. The product is: [C:1]([C:5]1[S:9]/[C:8](=[N:10]\[C:21](=[O:22])[C:20]2[CH:24]=[C:25]([C:28]([F:29])([F:30])[F:31])[CH:26]=[CH:27][C:19]=2[F:18])/[NH:7][CH:6]=1)([CH3:4])([CH3:3])[CH3:2].